Dataset: Full USPTO retrosynthesis dataset with 1.9M reactions from patents (1976-2016). Task: Predict the reactants needed to synthesize the given product. (1) Given the product [CH3:1][N:2]1[CH:6]([C:7]([OH:9])=[O:8])[CH2:5][NH:4][C:3]1=[O:14], predict the reactants needed to synthesize it. The reactants are: [CH3:1][N:2]1[CH:6]([C:7]([O:9]C(C)(C)C)=[O:8])[CH2:5][NH:4][C:3]1=[O:14]. (2) The reactants are: Cl.[CH3:2][C:3]1[CH:17]=[C:6]2[C:7]3[CH:13]([CH2:14][CH2:15][NH2:16])[CH2:12][CH2:11][C:8]=3[CH:9]=[CH:10][N:5]2[N:4]=1.C(N(CC)CC)C.[C:25](OC(=O)C)(=[O:27])[CH3:26]. Given the product [CH3:2][C:3]1[CH:17]=[C:6]2[C:7]3[CH:13]([CH2:14][CH2:15][NH:16][C:25](=[O:27])[CH3:26])[CH2:12][CH2:11][C:8]=3[CH:9]=[CH:10][N:5]2[N:4]=1, predict the reactants needed to synthesize it. (3) Given the product [C:29]1([C:32]2[CH:33]=[CH:34][CH:35]=[CH:36][CH:37]=2)[CH:28]=[CH:27][C:26]([S:23]([N:22]2[CH2:21][CH2:20][S:19][C@H:18]2[C:16]([NH:15][C@H:8]([C:9]2[CH:14]=[CH:13][CH:12]=[CH:11][CH:10]=2)[CH2:7][CH2:6][N:39]([CH2:40][CH2:41][OH:42])[CH3:38])=[O:17])(=[O:24])=[O:25])=[CH:31][CH:30]=1, predict the reactants needed to synthesize it. The reactants are: CS(O[CH2:6][CH2:7][C@H:8]([NH:15][C:16]([C@H:18]1[N:22]([S:23]([C:26]2[CH:31]=[CH:30][C:29]([C:32]3[CH:37]=[CH:36][CH:35]=[CH:34][CH:33]=3)=[CH:28][CH:27]=2)(=[O:25])=[O:24])[CH2:21][CH2:20][S:19]1)=[O:17])[C:9]1[CH:14]=[CH:13][CH:12]=[CH:11][CH:10]=1)(=O)=O.[CH3:38][NH:39][CH2:40][CH2:41][OH:42]. (4) Given the product [F:22][C@@H:6]1[CH2:5][C@H:4]2[C@H:3]3[C@H:12]([CH2:11][CH2:10][C@:8]2([CH3:9])[C:7]1=[O:21])[C@:13]1([CH3:20])[C@:18]([OH:26])([CH2:17][CH2:16][CH2:15][CH2:14]1)[CH2:19][C@@H:2]3[OH:1], predict the reactants needed to synthesize it. The reactants are: [OH:1][CH:2]1[CH:19]=[C:18]2[C@:13]([CH3:20])([CH2:14][CH2:15][CH2:16][CH2:17]2)[C@@H:12]2[C@@H:3]1[C@H:4]1[C@@:8]([CH2:10][CH2:11]2)([CH3:9])[C:7](=[O:21])[C@H:6]([F:22])[CH2:5]1.[C@@H]1(N2C=C(C)C(=O)NC2=O)O[C@H](CO)[C@@H]([OH:26])C1. (5) Given the product [CH3:42][O:43][C:44]1[CH:45]=[C:46]([CH2:47][CH2:48][NH:49][C:30]([C:28]2[CH:27]=[CH:26][C:12]3[N:13]([CH2:14][C:15]4[CH:16]=[CH:17][C:18]([O:21][C:22]([F:25])([F:24])[F:23])=[CH:19][CH:20]=4)[C:9]([CH2:8][O:1][C:2]4[CH:3]=[CH:4][CH:5]=[CH:6][CH:7]=4)=[N:10][C:11]=3[CH:29]=2)=[O:31])[CH:50]=[CH:51][CH:52]=1, predict the reactants needed to synthesize it. The reactants are: [O:1]([CH2:8][C:9]1[N:13]([CH2:14][C:15]2[CH:20]=[CH:19][C:18]([O:21][C:22]([F:25])([F:24])[F:23])=[CH:17][CH:16]=2)[C:12]2[CH:26]=[CH:27][C:28]([C:30](O)=[O:31])=[CH:29][C:11]=2[N:10]=1)[C:2]1[CH:7]=[CH:6][CH:5]=[CH:4][CH:3]=1.CC(C)N=C=NC(C)C.[CH3:42][O:43][C:44]1[CH:45]=[C:46]([CH:50]=[CH:51][CH:52]=1)[CH2:47][CH2:48][NH2:49]. (6) Given the product [O:31]1[C:35]2[CH:36]=[CH:37][C:38]([CH2:40][NH:30][C:26]3[CH:27]=[CH:28][CH:29]=[C:24]([NH:23][C:20]4[NH:19][C:18]([C:17]5[C:12]([NH:11][C:5]6[CH:6]=[C:7]([O:9][CH3:10])[CH:8]=[C:3]([O:2][CH3:1])[CH:4]=6)=[N:13][CH:14]=[CH:15][CH:16]=5)=[N:22][N:21]=4)[CH:25]=3)=[CH:39][C:34]=2[O:33][CH2:32]1, predict the reactants needed to synthesize it. The reactants are: [CH3:1][O:2][C:3]1[CH:4]=[C:5]([NH:11][C:12]2[C:17]([C:18]3[NH:19][C:20]([NH:23][C:24]4[CH:29]=[CH:28][CH:27]=[C:26]([NH2:30])[CH:25]=4)=[N:21][N:22]=3)=[CH:16][CH:15]=[CH:14][N:13]=2)[CH:6]=[C:7]([O:9][CH3:10])[CH:8]=1.[O:31]1[C:35]2[CH:36]=[CH:37][C:38]([CH:40]=O)=[CH:39][C:34]=2[O:33][CH2:32]1.C(O[BH-](OC(=O)C)OC(=O)C)(=O)C.[Na+].C(O)(=O)C. (7) The reactants are: I[C:2]1[CH:3]=[N:4][C:5]2[C:10]([CH:11]=1)=[CH:9][CH:8]=[CH:7][C:6]=2[N:12]1[CH2:17][CH2:16][N:15]([C:18]([O:20][C:21]([CH3:24])([CH3:23])[CH3:22])=[O:19])[CH2:14][CH2:13]1.[C:25]([O:29][CH3:30])(=[O:28])[CH:26]=[CH2:27].CCN(CC)CC.C1(P(C2C=CC=CC=2)C2C=CC=CC=2)C=CC=CC=1. Given the product [CH3:30][O:29][C:25](=[O:28])/[CH:26]=[CH:27]/[C:2]1[CH:3]=[N:4][C:5]2[C:10]([CH:11]=1)=[CH:9][CH:8]=[CH:7][C:6]=2[N:12]1[CH2:17][CH2:16][N:15]([C:18]([O:20][C:21]([CH3:24])([CH3:23])[CH3:22])=[O:19])[CH2:14][CH2:13]1, predict the reactants needed to synthesize it. (8) Given the product [Br:1][C:2]1[C:7]2[O:8][C:9]3[C:14]([Si:29]([CH3:32])([CH3:31])[CH3:30])=[CH:13][CH:12]=[CH:11][C:10]=3[C:6]=2[CH:5]=[CH:4][CH:3]=1, predict the reactants needed to synthesize it. The reactants are: [Br:1][C:2]1[C:7]2[O:8][C:9]3[C:14](Br)=[CH:13][CH:12]=[CH:11][C:10]=3[C:6]=2[CH:5]=[CH:4][CH:3]=1.C(OCC)C.C1([Li])C=CC=CC=1.Cl[Si:29]([CH3:32])([CH3:31])[CH3:30].